This data is from NCI-60 drug combinations with 297,098 pairs across 59 cell lines. The task is: Regression. Given two drug SMILES strings and cell line genomic features, predict the synergy score measuring deviation from expected non-interaction effect. (1) Drug 1: C1CN1C2=NC(=NC(=N2)N3CC3)N4CC4. Drug 2: C1CCN(CC1)CCOC2=CC=C(C=C2)C(=O)C3=C(SC4=C3C=CC(=C4)O)C5=CC=C(C=C5)O. Cell line: NCI-H522. Synergy scores: CSS=27.6, Synergy_ZIP=-1.27, Synergy_Bliss=4.75, Synergy_Loewe=3.19, Synergy_HSA=3.69. (2) Drug 1: C1CC(=O)NC(=O)C1N2C(=O)C3=CC=CC=C3C2=O. Drug 2: N.N.Cl[Pt+2]Cl. Cell line: PC-3. Synergy scores: CSS=56.2, Synergy_ZIP=-0.437, Synergy_Bliss=0.483, Synergy_Loewe=-12.7, Synergy_HSA=0.812. (3) Drug 1: CC1=C(N=C(N=C1N)C(CC(=O)N)NCC(C(=O)N)N)C(=O)NC(C(C2=CN=CN2)OC3C(C(C(C(O3)CO)O)O)OC4C(C(C(C(O4)CO)O)OC(=O)N)O)C(=O)NC(C)C(C(C)C(=O)NC(C(C)O)C(=O)NCCC5=NC(=CS5)C6=NC(=CS6)C(=O)NCCC[S+](C)C)O. Synergy scores: CSS=33.6, Synergy_ZIP=3.09, Synergy_Bliss=1.65, Synergy_Loewe=-2.91, Synergy_HSA=-0.624. Drug 2: CCC1(CC2CC(C3=C(CCN(C2)C1)C4=CC=CC=C4N3)(C5=C(C=C6C(=C5)C78CCN9C7C(C=CC9)(C(C(C8N6C)(C(=O)OC)O)OC(=O)C)CC)OC)C(=O)OC)O.OS(=O)(=O)O. Cell line: U251.